From a dataset of Forward reaction prediction with 1.9M reactions from USPTO patents (1976-2016). Predict the product of the given reaction. Given the reactants [CH3:1][S:2][C:3]1[CH:11]=[C:10]([N+:12]([O-:14])=[O:13])[CH:9]=[CH:8][C:4]=1[C:5]([OH:7])=[O:6].[C:15](OC(O[C:15]([CH3:18])([CH3:17])[CH3:16])N(C)C)([CH3:18])([CH3:17])[CH3:16], predict the reaction product. The product is: [CH3:1][S:2][C:3]1[CH:11]=[C:10]([N+:12]([O-:14])=[O:13])[CH:9]=[CH:8][C:4]=1[C:5]([O:7][C:15]([CH3:18])([CH3:17])[CH3:16])=[O:6].